Predict the reaction yield, written as a fraction of the theoretical maximum amount of product (1.0 means a 100% yield; for example, 0.34 means a 34% yield). From a dataset of Reaction yield outcomes from USPTO patents with 853,638 reactions. (1) The reactants are Br[C:2]1[CH:7]=[CH:6][C:5]([CH:8]([N:16]([CH3:33])[C:17](=[O:32])[CH2:18][N:19]2[C:24]3[CH:25]=[C:26]([Cl:30])[C:27]([Cl:29])=[CH:28][C:23]=3[O:22][CH2:21][C:20]2=[O:31])[CH2:9][N:10]2[CH2:15][CH2:14][O:13][CH2:12][CH2:11]2)=[CH:4][C:3]=1[F:34].[CH3:35][S:36]([NH:39][C:40]1[CH:45]=[CH:44][C:43](B(O)O)=[CH:42][CH:41]=1)(=[O:38])=[O:37].C([O-])([O-])=O.[Na+].[Na+]. The catalyst is CN(C=O)C.C1C=CC(P(C2C=CC=CC=2)[C-]2C=CC=C2)=CC=1.C1C=CC(P(C2C=CC=CC=2)[C-]2C=CC=C2)=CC=1.Cl[Pd]Cl.[Fe+2]. The product is [Cl:30][C:26]1[C:27]([Cl:29])=[CH:28][C:23]2[O:22][CH2:21][C:20](=[O:31])[N:19]([CH2:18][C:17]([N:16]([CH:8]([C:5]3[CH:6]=[CH:7][C:2]([C:43]4[CH:42]=[CH:41][C:40]([NH:39][S:36]([CH3:35])(=[O:37])=[O:38])=[CH:45][CH:44]=4)=[C:3]([F:34])[CH:4]=3)[CH2:9][N:10]3[CH2:15][CH2:14][O:13][CH2:12][CH2:11]3)[CH3:33])=[O:32])[C:24]=2[CH:25]=1. The yield is 0.0900. (2) The reactants are [Cl:1][C:2]1[CH:7]=[CH:6][N:5]=[C:4]([N:8]2[CH2:19][CH2:18][N:17]3[C:10](=[CH:11][C:12]4[CH2:13][C:14]([CH3:21])([CH3:20])[CH2:15][C:16]=43)[C:9]2=[O:22])[C:3]=1[CH:23]=[O:24].CO.[BH4-].[Na+]. The catalyst is ClCCl. The product is [Cl:1][C:2]1[CH:7]=[CH:6][N:5]=[C:4]([N:8]2[CH2:19][CH2:18][N:17]3[C:10](=[CH:11][C:12]4[CH2:13][C:14]([CH3:21])([CH3:20])[CH2:15][C:16]=43)[C:9]2=[O:22])[C:3]=1[CH2:23][OH:24]. The yield is 0.770. (3) The reactants are [C:1]1(=O)[CH2:6][CH2:5][CH2:4][CH2:3][CH2:2]1.[NH:8]1[C:16]2[C:11](=[CH:12][CH:13]=[C:14]([C:17]([O:19][CH3:20])=[O:18])[CH:15]=2)[CH:10]=[CH:9]1.FC(F)(F)C(O)=O.C([SiH](CC)CC)C. The catalyst is ClCCl. The product is [CH:1]1([C:10]2[C:11]3[C:16](=[CH:15][C:14]([C:17]([O:19][CH3:20])=[O:18])=[CH:13][CH:12]=3)[NH:8][CH:9]=2)[CH2:6][CH2:5][CH2:4][CH2:3][CH2:2]1. The yield is 0.850. (4) The reactants are [CH:1]([O:4][C:5]1[CH:16]=[CH:15][CH:14]=[CH:13][C:6]=1[C:7]([O:9]C(C)C)=[O:8])([CH3:3])[CH3:2].CC(C)([O-])C.[K+].CCCCCC.C(OCC)(=O)C.Cl. The catalyst is CS(C)=O. The product is [CH:1]([O:4][C:5]1[CH:16]=[CH:15][CH:14]=[CH:13][C:6]=1[C:7]([OH:9])=[O:8])([CH3:3])[CH3:2]. The yield is 0.800. (5) The reactants are [Na].[O:2]=[S:3]1(=[O:17])[C:8]2[CH:9]=[N:10][CH:11]=[CH:12][C:7]=2[NH:6][C:5]([CH2:13][C:14]([O-])=[O:15])=[N:4]1.C([O:20][C:21]([C@H:23]1[C@@H:28]([NH:29][CH2:30][C:31]2[CH:36]=[CH:35][C:34]([F:37])=[CH:33][CH:32]=2)[C@H:27]2[CH2:38][C@@H:24]1[CH2:25][CH2:26]2)=O)C.F[P-](F)(F)(F)(F)F.N1(OC(N(C)C)=[N+](C)C)C2N=CC=CC=2N=N1.C(N(CC)CC)C. The catalyst is CN(C)C=O.C(OCC)(=O)C. The product is [O:2]=[S:3]1(=[O:17])[C:8]2[CH:9]=[N:10][CH:11]=[CH:12][C:7]=2[NH:6][C:5]([C:13]2[C:14](=[O:15])[N:29]([CH2:30][C:31]3[CH:32]=[CH:33][C:34]([F:37])=[CH:35][CH:36]=3)[C@@H:28]3[C@H:23]([C:21]=2[OH:20])[C@@H:24]2[CH2:38][C@H:27]3[CH2:26][CH2:25]2)=[N:4]1. The yield is 0.0770. (6) The reactants are [CH2:1]([O:8][C:9](=[O:19])[NH:10][C:11]1[CH:16]=[CH:15][C:14]([F:17])=[CH:13][C:12]=1[F:18])[C:2]1[CH:7]=[CH:6][CH:5]=[CH:4][CH:3]=1.[O:20]1CCC[CH2:21]1.C([Li])CCC.CN(C)C=O. The catalyst is O. The product is [CH2:1]([O:8][C:9](=[O:19])[NH:10][C:11]1[CH:16]=[CH:15][C:14]([F:17])=[C:13]([CH:21]=[O:20])[C:12]=1[F:18])[C:2]1[CH:3]=[CH:4][CH:5]=[CH:6][CH:7]=1. The yield is 0.710.